Dataset: Forward reaction prediction with 1.9M reactions from USPTO patents (1976-2016). Task: Predict the product of the given reaction. (1) Given the reactants I[C:2]1[CH:3]=[CH:4][C:5]([NH2:8])=[N:6][CH:7]=1.[CH2:9]([O:11][C:12]([CH:14]1[CH2:19][CH2:18][C:17](B2OC(C)(C)C(C)(C)O2)=[CH:16][CH2:15]1)=[O:13])[CH3:10].C(=O)([O-])[O-].[Cs+].[Cs+].C(Cl)Cl, predict the reaction product. The product is: [CH2:9]([O:11][C:12]([C@H:14]1[CH2:19][CH2:18][C@H:17]([C:2]2[CH:7]=[N:6][C:5]([NH2:8])=[CH:4][CH:3]=2)[CH2:16][CH2:15]1)=[O:13])[CH3:10]. (2) Given the reactants [F:1][C:2]1[CH:3]=[C:4]([N:9]2[C:13]3[CH:14]=[CH:15][CH:16]=[CH:17][C:12]=3[NH:11][S:10]2(=[O:19])=[O:18])[CH:5]=[CH:6][C:7]=1[F:8].C1(P(C2C=CC=CC=2)C2C=CC=CC=2)C=CC=CC=1.[Br:39][CH2:40][CH2:41][CH2:42]O.CC(OC(/N=N/C(OC(C)C)=O)=O)C, predict the reaction product. The product is: [Br:39][CH2:40][CH2:41][CH2:42][N:11]1[C:12]2[CH:17]=[CH:16][CH:15]=[CH:14][C:13]=2[N:9]([C:4]2[CH:5]=[CH:6][C:7]([F:8])=[C:2]([F:1])[CH:3]=2)[S:10]1(=[O:18])=[O:19].